Task: Predict the reactants needed to synthesize the given product.. Dataset: Full USPTO retrosynthesis dataset with 1.9M reactions from patents (1976-2016) (1) Given the product [NH2:25][C:9]1[N:8]=[C:7]([O:6][CH2:5][CH2:4][CH:1]2[CH2:3][CH2:2]2)[N:15]=[C:14]2[C:10]=1[NH:11][C:12](=[O:23])[N:13]2[CH2:16][CH:17]1[CH2:18][CH2:19][O:20][CH2:21][CH2:22]1, predict the reactants needed to synthesize it. The reactants are: [CH:1]1([CH2:4][CH2:5][O:6][C:7]2[N:15]=[C:14]3[C:10]([N:11]=[C:12]([O:23]C)[N:13]3[CH2:16][CH:17]3[CH2:22][CH2:21][O:20][CH2:19][CH2:18]3)=[C:9]([NH2:25])[N:8]=2)[CH2:3][CH2:2]1.Cl.[OH-].[Na+]. (2) The reactants are: [Cl-].[NH4+:2].[Br:3][C:4]1[CH:5]=[CH:6][C:7]([F:23])=[C:8]([C:10]2([CH:20]([F:22])[F:21])[CH2:15][N:14]3[CH:16]=[CH:17][N:18]=[C:13]3[C:12](=S)[NH:11]2)[CH:9]=1.N.CO. Given the product [Br:3][C:4]1[CH:5]=[CH:6][C:7]([F:23])=[C:8]([C:10]2([CH:20]([F:22])[F:21])[CH2:15][N:14]3[CH:16]=[CH:17][N:18]=[C:13]3[C:12]([NH2:2])=[N:11]2)[CH:9]=1, predict the reactants needed to synthesize it. (3) Given the product [CH3:30][N:28]1[CH2:27][CH2:26][C:23]2[NH:24][C:25]3[C:17](/[CH:9]=[CH:8]/[C:5]4[CH:4]=[N:3][C:2]([CH3:1])=[CH:7][CH:6]=4)=[CH:18][CH:19]=[CH:20][C:21]=3[C:22]=2[CH2:29]1, predict the reactants needed to synthesize it. The reactants are: [CH3:1][C:2]1[CH:7]=[CH:6][C:5]([CH:8]=[CH2:9])=[CH:4][N:3]=1.CC(C)([O-])C.[Na+].Br[C:17]1[C:25]2[NH:24][C:23]3[CH2:26][CH2:27][N:28]([CH3:30])[CH2:29][C:22]=3[C:21]=2[CH:20]=[CH:19][CH:18]=1. (4) Given the product [F:1][C:2]1[CH:3]=[C:4]([C:12]2[N:13]=[C:14]([NH2:17])[NH:15][CH:16]=2)[CH:5]=[CH:6][C:7]=1[C:8]([F:11])([F:9])[F:10], predict the reactants needed to synthesize it. The reactants are: [F:1][C:2]1[CH:3]=[C:4]([C:12]2[N:13]=[C:14]([NH:17]C(=O)C)[NH:15][CH:16]=2)[CH:5]=[CH:6][C:7]=1[C:8]([F:11])([F:10])[F:9].C(=O)([O-])[O-].[K+].[K+]. (5) Given the product [Ti+4:30].[CH2:1]([P:3]([OH:9])([CH2:5][C:6]([O-:8])=[O:7])=[O:4])[CH3:2].[CH2:1]([P:3]([CH2:5][C:6]([O-:8])=[O:7])([OH:9])=[O:4])[CH3:2].[CH2:1]([P:3]([CH2:5][C:6]([O-:8])=[O:7])([OH:9])=[O:4])[CH3:2].[CH2:1]([P:3]([CH2:5][C:6]([O-:8])=[O:7])([OH:9])=[O:4])[CH3:2], predict the reactants needed to synthesize it. The reactants are: [CH2:1]([P:3]([OH:9])([CH2:5][C:6]([OH:8])=[O:7])=[O:4])[CH3:2].[O-]CCCC.[O-]CCCC.[O-]CCCC.[O-]CCCC.[Ti+4:30]. (6) Given the product [C:1]([C:4]1[N:5]=[C:6]2[N:11]=[C:10]([CH3:12])[C:9]([C:13]([O:15][C:16]([CH3:19])([CH3:18])[CH3:17])=[O:14])=[C:8]([C:20]3[CH:25]=[CH:24][C:23]([Cl:26])=[CH:22][C:21]=3[Cl:27])[N:7]2[CH:28]=1)#[N:2], predict the reactants needed to synthesize it. The reactants are: [C:1]([C:4]1[N:5]=[C:6]2[N:11]=[C:10]([CH3:12])[C:9]([C:13]([O:15][C:16]([CH3:19])([CH3:18])[CH3:17])=[O:14])=[C:8]([C:20]3[CH:25]=[CH:24][C:23]([Cl:26])=[CH:22][C:21]=3[Cl:27])[N:7]2[CH:28]=1)(=O)[NH2:2].C(OC(C(F)(F)F)=O)(C(F)(F)F)=O.CCN(CC)CC. (7) Given the product [OH:26][CH2:25][C@H:24]([NH:23][C:21]1[C:20]2[N:19]=[CH:18][C:17](=[O:28])[NH:16][C:15]=2[N:14]=[C:13]([S:10][CH2:9][C:3]2[O:29][N:30]=[CH:7][CH:2]=2)[N:22]=1)[CH3:27], predict the reactants needed to synthesize it. The reactants are: F[C:2]1[C:7](F)=CC=C[C:3]=1[CH2:9][S:10]([C:13]1[N:22]=[C:21]([NH:23][C@H:24]([CH3:27])[CH2:25][OH:26])[C:20]2[N:19]=[CH:18][C:17](=[O:28])[NH:16][C:15]=2[N:14]=1)(=O)=O.[O:29]1C(CS)=CC=[N:30]1. (8) Given the product [Cl:25][C:19]1[CH:20]=[C:21]([Cl:24])[CH:22]=[CH:23][C:18]=1[CH2:17][CH2:16][O:15][C:13]1[C:9]2[O:10][CH2:11][O:12][C:8]=2[CH:7]=[C:6]([C:4]([OH:5])=[O:3])[CH:14]=1, predict the reactants needed to synthesize it. The reactants are: C([O:3][C:4]([C:6]1[CH:14]=[C:13]([O:15][CH2:16][CH2:17][C:18]2[CH:23]=[CH:22][C:21]([Cl:24])=[CH:20][C:19]=2[Cl:25])[C:9]2[O:10][CH2:11][O:12][C:8]=2[CH:7]=1)=[O:5])C.O.[OH-].[Na+].Cl. (9) Given the product [F:13][C:14]1[CH:15]=[C:16]([C:47]2[CH:52]=[CH:51][CH:50]=[CH:49][C:48]=2[C:53]2[NH:3][C:4](=[O:7])[O:5][N:54]=2)[CH:17]=[CH:18][C:19]=1[CH2:20][C:21]1[C:22](=[O:46])[N:23]([C@H:33]2[CH2:38][CH2:37][C@H:36]([O:39][CH:40]([CH3:45])[C:41]([OH:44])([CH3:43])[CH3:42])[CH2:35][CH2:34]2)[C:24]2[N:25]([N:30]=[CH:31][N:32]=2)[C:26]=1[CH2:27][CH2:28][CH3:29], predict the reactants needed to synthesize it. The reactants are: [Cl-].O[NH3+:3].[C:4](=[O:7])([O-])[OH:5].[Na+].CS(C)=O.[F:13][C:14]1[CH:15]=[C:16]([C:47]2[C:48]([C:53]#[N:54])=[CH:49][CH:50]=[CH:51][CH:52]=2)[CH:17]=[CH:18][C:19]=1[CH2:20][C:21]1[C:22](=[O:46])[N:23]([C@H:33]2[CH2:38][CH2:37][C@H:36]([O:39][CH:40]([CH3:45])[C:41]([OH:44])([CH3:43])[CH3:42])[CH2:35][CH2:34]2)[C:24]2[N:25]([N:30]=[CH:31][N:32]=2)[C:26]=1[CH2:27][CH2:28][CH3:29].